This data is from Catalyst prediction with 721,799 reactions and 888 catalyst types from USPTO. The task is: Predict which catalyst facilitates the given reaction. (1) Reactant: [Si]([O:8][CH2:9][CH:10]1[CH2:14][CH2:13][N:12]([C:15]2[CH:16]=[CH:17][C:18]([CH3:36])=[C:19]([CH:35]=2)[C:20]([NH:22][C:23]2[C:24]([CH3:34])=[C:25]([CH:30]=[CH:31][C:32]=2[CH3:33])[C:26]([O:28][CH3:29])=[O:27])=[O:21])[CH2:11]1)(C(C)(C)C)(C)C.[N+](CCCC)(CCCC)(CCCC)CCCC.[F-]. Product: [OH:8][CH2:9][CH:10]1[CH2:14][CH2:13][N:12]([C:15]2[CH:16]=[CH:17][C:18]([CH3:36])=[C:19]([CH:35]=2)[C:20]([NH:22][C:23]2[C:24]([CH3:34])=[C:25]([CH:30]=[CH:31][C:32]=2[CH3:33])[C:26]([O:28][CH3:29])=[O:27])=[O:21])[CH2:11]1. The catalyst class is: 1. (2) Reactant: [CH2:1]([NH:3][C:4](=[O:32])[NH:5][C:6]1[N:11]=[CH:10][C:9]([C:12]2[C:13](F)=[N:14][CH:15]=[C:16]([C:18]([O:20][CH3:21])=[O:19])[CH:17]=2)=[C:8]([C:23]2[S:24][CH:25]=[C:26]([C:28]([F:31])([F:30])[F:29])[N:27]=2)[CH:7]=1)[CH3:2].[CH3:33][O-:34].[Na+].CO. Product: [CH2:1]([NH:3][C:4](=[O:32])[NH:5][C:6]1[N:11]=[CH:10][C:9]([C:12]2[C:13]([O:34][CH3:33])=[N:14][CH:15]=[C:16]([C:18]([O:20][CH3:21])=[O:19])[CH:17]=2)=[C:8]([C:23]2[S:24][CH:25]=[C:26]([C:28]([F:31])([F:30])[F:29])[N:27]=2)[CH:7]=1)[CH3:2]. The catalyst class is: 1. (3) Reactant: [C:1]([C:4]1[CH:5]=[C:6]2[C:11](=[N:12][CH:13]=1)[N:10]([O:14][CH2:15][C:16]1[CH:21]=[CH:20][CH:19]=[CH:18][CH:17]=1)[C:9](=[O:22])[C:8]([C:23]1[CH:28]=[CH:27][CH:26]=[CH:25][CH:24]=1)=[C:7]2[OH:29])(=O)[CH3:2].C(O[BH-](OC(=O)C)OC(=O)C)(=O)C.[Na+].[Cl:44][C:45]1[CH:46]=[C:47]([CH:50]=[CH:51][CH:52]=1)[CH2:48][NH2:49]. Product: [CH2:15]([O:14][N:10]1[C:11]2[C:6](=[CH:5][C:4]([CH:1]([NH:49][CH2:48][C:47]3[CH:50]=[CH:51][CH:52]=[C:45]([Cl:44])[CH:46]=3)[CH3:2])=[CH:13][N:12]=2)[C:7]([OH:29])=[C:8]([C:23]2[CH:28]=[CH:27][CH:26]=[CH:25][CH:24]=2)[C:9]1=[O:22])[C:16]1[CH:21]=[CH:20][CH:19]=[CH:18][CH:17]=1. The catalyst class is: 5. (4) Reactant: C([O:3][C:4]1[C:9](=[O:10])[N:8]([CH3:11])[C:7]([C:12]2[O:13][CH:14]=[CH:15][CH:16]=2)=[N:6][C:5]=1[C:17]([O:19]CC)=[O:18])C.B(Br)(Br)Br. Product: [O:13]1[CH:14]=[CH:15][CH:16]=[C:12]1[C:7]1[N:8]([CH3:11])[C:9](=[O:10])[C:4]([OH:3])=[C:5]([C:17]([OH:19])=[O:18])[N:6]=1. The catalyst class is: 2. (5) Reactant: [H-].[Na+].[CH3:3][O:4][C:5]1[CH:6]=[C:7]2[C:11](=[CH:12][CH:13]=1)[NH:10][C:9]1[C:14]3[CH:22]=[CH:21][CH:20]=[CH:19][C:15]=3[S:16][CH2:17][CH2:18][C:8]2=1.Br[CH2:24][CH2:25][CH2:26][CH2:27][CH2:28][Cl:29].O. Product: [CH3:3][O:4][C:5]1[CH:6]=[C:7]2[C:11](=[CH:12][CH:13]=1)[N:10]([CH2:24][CH2:25][CH2:26][CH2:27][CH2:28][Cl:29])[C:9]1[C:14]3[CH:22]=[CH:21][CH:20]=[CH:19][C:15]=3[S:16][CH2:17][CH2:18][C:8]2=1. The catalyst class is: 3. (6) Reactant: [C:1]([Si:5]([CH3:12])([CH3:11])[O:6][CH2:7][C@H:8]([NH2:10])[CH3:9])([CH3:4])([CH3:3])[CH3:2].C(N(CC)CC)C.Cl[C:21]([O:23][C:24]1[CH:29]=[CH:28][C:27]([N+:30]([O-:32])=[O:31])=[CH:26][CH:25]=1)=[O:22]. Product: [N+:30]([C:27]1[CH:26]=[CH:25][C:24]([O:23][C:21](=[O:22])[NH:10][C@H:8]([CH3:9])[CH2:7][O:6][Si:5]([C:1]([CH3:3])([CH3:2])[CH3:4])([CH3:12])[CH3:11])=[CH:29][CH:28]=1)([O-:32])=[O:31]. The catalyst class is: 4. (7) Reactant: [N:1]1([C:7]2[CH:12]=[CH:11][C:10]([NH:13][C:14]([C:16]3[CH:17]=[C:18]([CH:30]=[CH:31][CH:32]=3)[CH2:19][S:20][CH2:21][CH2:22][C:23]([O:25]C(C)(C)C)=[O:24])=[O:15])=[C:9]([C:33]3[CH:38]=[C:37]([NH:39][CH2:40][C:41]4[CH:46]=[CH:45][CH:44]=[C:43]([C:47]([F:50])([F:49])[F:48])[CH:42]=4)[N:36]=[CH:35][N:34]=3)[CH:8]=2)[CH2:6][CH2:5][CH2:4][CH2:3][CH2:2]1.C(O)(C(F)(F)F)=O. Product: [N:1]1([C:7]2[CH:12]=[CH:11][C:10]([NH:13][C:14]([C:16]3[CH:17]=[C:18]([CH:30]=[CH:31][CH:32]=3)[CH2:19][S:20][CH2:21][CH2:22][C:23]([OH:25])=[O:24])=[O:15])=[C:9]([C:33]3[CH:38]=[C:37]([NH:39][CH2:40][C:41]4[CH:46]=[CH:45][CH:44]=[C:43]([C:47]([F:50])([F:49])[F:48])[CH:42]=4)[N:36]=[CH:35][N:34]=3)[CH:8]=2)[CH2:2][CH2:3][CH2:4][CH2:5][CH2:6]1. The catalyst class is: 68.